From a dataset of Full USPTO retrosynthesis dataset with 1.9M reactions from patents (1976-2016). Predict the reactants needed to synthesize the given product. (1) Given the product [Ag:13].[Br:1][C:2]1[CH:3]=[CH:4][C:5]([OH:8])=[N:6][CH:7]=1, predict the reactants needed to synthesize it. The reactants are: [Br:1][C:2]1[CH:3]=[CH:4][C:5]([OH:8])=[N:6][CH:7]=1.[N+]([O-])([O-])=O.[Ag+:13].N. (2) The reactants are: C(O)(C(F)(F)F)=O.[CH:8]1[N:9]=[CH:10][N:11]2[CH:16]=[C:15]([NH:17]C(=O)OC(C)(C)C)[CH:14]=[CH:13][C:12]=12. Given the product [CH:8]1[N:9]=[CH:10][N:11]2[CH:16]=[C:15]([NH2:17])[CH:14]=[CH:13][C:12]=12, predict the reactants needed to synthesize it.